From a dataset of Full USPTO retrosynthesis dataset with 1.9M reactions from patents (1976-2016). Predict the reactants needed to synthesize the given product. Given the product [CH2:17]([N:16]([CH2:19][CH3:20])[CH2:15][CH2:14][N:13]1[C:12]2[CH:21]=[CH:22][C:23]([NH:25][C:39]([C:41]3[O:42][CH:43]=[CH:44][CH:45]=3)=[NH:40])=[CH:24][C:11]=2[N:10]=[C:9]1[CH2:8][C:7]1[CH:28]=[CH:29][C:4]([O:3][CH2:1][CH3:2])=[CH:5][CH:6]=1)[CH3:18], predict the reactants needed to synthesize it. The reactants are: [CH2:1]([O:3][C:4]1[CH:29]=[CH:28][C:7]([CH2:8][C:9]2[N:13]([CH2:14][CH2:15][N:16]([CH2:19][CH3:20])[CH2:17][CH3:18])[C:12]3[CH:21]=[CH:22][C:23]([N+:25]([O-])=O)=[CH:24][C:11]=3[N:10]=2)=[CH:6][CH:5]=1)[CH3:2].Br.C(S[C:39]([C:41]1[O:42][CH:43]=[CH:44][CH:45]=1)=[NH:40])C1C=CC=CC=1.